The task is: Binary Classification. Given a drug SMILES string, predict its activity (active/inactive) in a high-throughput screening assay against a specified biological target.. This data is from Serine/threonine kinase 33 screen with 319,792 compounds. (1) The drug is S(=O)(=O)(Nc1ccccc1)c1c(nc2sc(nn2c1=O)CC)C. The result is 0 (inactive). (2) The compound is O1CCN(CC1)c1nc(cc(c1C#N)COC)C. The result is 0 (inactive). (3) The molecule is s1c(nc2c1cccc2)CCC(=O)N(c1ccccc1)C. The result is 0 (inactive).